From a dataset of Catalyst prediction with 721,799 reactions and 888 catalyst types from USPTO. Predict which catalyst facilitates the given reaction. (1) Reactant: [CH3:1][O:2][C:3]([C:5]1[CH:9]=[CH:8][N:7]([CH:10]([F:12])[F:11])[N:6]=1)=[O:4].[Cl:13]N1C(=O)CCC1=O. Product: [CH3:1][O:2][C:3]([C:5]1[C:9]([Cl:13])=[CH:8][N:7]([CH:10]([F:12])[F:11])[N:6]=1)=[O:4]. The catalyst class is: 3. (2) Reactant: [Cl:1][C:2]1[CH:7]=[CH:6][C:5](B(O)O)=[CH:4][C:3]=1[C:11]([NH:13][CH2:14][C:15]12[CH2:24][CH:19]3[CH2:20][CH:21]([CH2:23][CH:17]([CH2:18]3)[CH2:16]1)[CH2:22]2)=[O:12].Cl[C:26]1[N:35]=[CH:34][CH:33]=[CH:32][C:27]=1[C:28]([O:30][CH3:31])=[O:29].C(=O)([O-])[O-].[K+].[K+].O. Product: [Cl:1][C:2]1[CH:7]=[CH:6][C:5]([C:26]2[C:27]([C:28]([O:30][CH3:31])=[O:29])=[CH:32][CH:33]=[CH:34][N:35]=2)=[CH:4][C:3]=1[C:11]([NH:13][CH2:14][C:15]12[CH2:24][CH:19]3[CH2:20][CH:21]([CH2:23][CH:17]([CH2:18]3)[CH2:16]1)[CH2:22]2)=[O:12]. The catalyst class is: 602.